From a dataset of NCI-60 drug combinations with 297,098 pairs across 59 cell lines. Regression. Given two drug SMILES strings and cell line genomic features, predict the synergy score measuring deviation from expected non-interaction effect. (1) Drug 1: CC1=C2C(C(=O)C3(C(CC4C(C3C(C(C2(C)C)(CC1OC(=O)C(C(C5=CC=CC=C5)NC(=O)C6=CC=CC=C6)O)O)OC(=O)C7=CC=CC=C7)(CO4)OC(=O)C)O)C)OC(=O)C. Drug 2: CS(=O)(=O)CCNCC1=CC=C(O1)C2=CC3=C(C=C2)N=CN=C3NC4=CC(=C(C=C4)OCC5=CC(=CC=C5)F)Cl. Cell line: KM12. Synergy scores: CSS=19.4, Synergy_ZIP=22.0, Synergy_Bliss=24.5, Synergy_Loewe=6.60, Synergy_HSA=19.3. (2) Drug 1: CC1=C(N=C(N=C1N)C(CC(=O)N)NCC(C(=O)N)N)C(=O)NC(C(C2=CN=CN2)OC3C(C(C(C(O3)CO)O)O)OC4C(C(C(C(O4)CO)O)OC(=O)N)O)C(=O)NC(C)C(C(C)C(=O)NC(C(C)O)C(=O)NCCC5=NC(=CS5)C6=NC(=CS6)C(=O)NCCC[S+](C)C)O. Drug 2: C#CCC(CC1=CN=C2C(=N1)C(=NC(=N2)N)N)C3=CC=C(C=C3)C(=O)NC(CCC(=O)O)C(=O)O. Cell line: SF-268. Synergy scores: CSS=46.9, Synergy_ZIP=0.420, Synergy_Bliss=0.323, Synergy_Loewe=-0.457, Synergy_HSA=-0.421. (3) Drug 1: CC1=C(C(=CC=C1)Cl)NC(=O)C2=CN=C(S2)NC3=CC(=NC(=N3)C)N4CCN(CC4)CCO. Drug 2: C1=CC=C(C(=C1)C(C2=CC=C(C=C2)Cl)C(Cl)Cl)Cl. Cell line: ACHN. Synergy scores: CSS=23.2, Synergy_ZIP=-2.14, Synergy_Bliss=4.68, Synergy_Loewe=-15.7, Synergy_HSA=3.08. (4) Cell line: K-562. Drug 1: CC12CCC(CC1=CCC3C2CCC4(C3CC=C4C5=CN=CC=C5)C)O. Drug 2: C1C(C(OC1N2C=NC3=C(N=C(N=C32)Cl)N)CO)O. Synergy scores: CSS=24.1, Synergy_ZIP=-4.78, Synergy_Bliss=0.970, Synergy_Loewe=-2.09, Synergy_HSA=0.953. (5) Drug 1: CCN(CC)CCCC(C)NC1=C2C=C(C=CC2=NC3=C1C=CC(=C3)Cl)OC. Cell line: HCC-2998. Drug 2: CC1=C(C(=O)C2=C(C1=O)N3CC4C(C3(C2COC(=O)N)OC)N4)N. Synergy scores: CSS=49.4, Synergy_ZIP=-1.08, Synergy_Bliss=-1.18, Synergy_Loewe=4.17, Synergy_HSA=5.95. (6) Drug 1: COC1=CC(=CC(=C1O)OC)C2C3C(COC3=O)C(C4=CC5=C(C=C24)OCO5)OC6C(C(C7C(O6)COC(O7)C8=CC=CS8)O)O. Drug 2: CCC(=C(C1=CC=CC=C1)C2=CC=C(C=C2)OCCN(C)C)C3=CC=CC=C3.C(C(=O)O)C(CC(=O)O)(C(=O)O)O. Cell line: UACC-257. Synergy scores: CSS=15.0, Synergy_ZIP=-0.310, Synergy_Bliss=4.06, Synergy_Loewe=-15.1, Synergy_HSA=1.03. (7) Drug 1: CN(CCCl)CCCl.Cl. Drug 2: N.N.Cl[Pt+2]Cl. Cell line: HCT-15. Synergy scores: CSS=44.8, Synergy_ZIP=6.22, Synergy_Bliss=5.60, Synergy_Loewe=3.47, Synergy_HSA=8.45.